Dataset: Full USPTO retrosynthesis dataset with 1.9M reactions from patents (1976-2016). Task: Predict the reactants needed to synthesize the given product. Given the product [Br:1][C:2]1[CH:3]=[C:4]([N+:15]([O-:17])=[O:16])[CH:5]=[C:6]2[C:11]=1[N:10]=[CH:9][C:8]([C:12]#[N:13])=[C:7]2[NH:25][CH:18]1[CH2:24][CH2:23][CH2:22][CH2:21][CH2:20][CH2:19]1, predict the reactants needed to synthesize it. The reactants are: [Br:1][C:2]1[CH:3]=[C:4]([N+:15]([O-:17])=[O:16])[CH:5]=[C:6]2[C:11]=1[N:10]=[CH:9][C:8]([C:12]#[N:13])=[C:7]2Cl.[CH:18]1([NH2:25])[CH2:24][CH2:23][CH2:22][CH2:21][CH2:20][CH2:19]1.